Dataset: Full USPTO retrosynthesis dataset with 1.9M reactions from patents (1976-2016). Task: Predict the reactants needed to synthesize the given product. (1) Given the product [CH3:44][O:43][C:18]1[CH:19]=[CH:20][C:21]([N:23]2[C:27](=[O:28])[C:26]([CH3:30])([CH3:29])[N:25]([CH2:31][C:32]3[C:41]4[C:36](=[CH:37][CH:38]=[CH:39][CH:40]=4)[N:35]=[CH:34][CH:33]=3)[C:24]2=[O:42])=[CH:22][C:17]=1[O:16][CH2:15][CH2:14][NH:13][CH:10]1[CH2:11][CH2:12][NH:8][CH2:9]1, predict the reactants needed to synthesize it. The reactants are: C(OC([N:8]1[CH2:12][CH2:11][CH:10]([NH:13][CH2:14][CH2:15][O:16][C:17]2[CH:22]=[C:21]([N:23]3[C:27](=[O:28])[C:26]([CH3:30])([CH3:29])[N:25]([CH2:31][C:32]4[C:41]5[C:36](=[CH:37][CH:38]=[CH:39][CH:40]=5)[N:35]=[CH:34][CH:33]=4)[C:24]3=[O:42])[CH:20]=[CH:19][C:18]=2[O:43][CH3:44])[CH2:9]1)=O)(C)(C)C.Cl. (2) Given the product [ClH:1].[CH3:2][O:3][C:4]1[CH:5]=[C:6](/[C:12](=[CH:15]/[C:16]2[CH:17]=[N:18][C:19]([O:22][CH3:23])=[CH:20][CH:21]=2)/[C:13]#[N:14])[CH:7]=[CH:8][C:9]=1[O:10][CH3:11], predict the reactants needed to synthesize it. The reactants are: [ClH:1].[CH3:2][O:3][C:4]1[CH:5]=[C:6](/[C:12](=[CH:15]/[C:16]2[CH:17]=[N:18][C:19]([O:22][CH3:23])=[CH:20][CH:21]=2)/[C:13]#[N:14])[CH:7]=[CH:8][C:9]=1[O:10][CH3:11]. (3) Given the product [Cl:35][C:24]1[CH:25]=[C:26]([O:29][CH2:30][CH2:31][CH2:32][CH2:33][CH3:34])[CH:27]=[CH:28][C:23]=1[CH2:22][N:6]1[C:5]2[CH:7]=[C:8]([O:12][C:13]([CH3:19])([CH3:20])[C:14]([O:16][CH2:17][CH3:18])=[O:15])[CH:9]=[C:10]([CH3:11])[C:4]=2[N:3]=[C:2]1[CH3:1], predict the reactants needed to synthesize it. The reactants are: [CH3:1][C:2]1[NH:6][C:5]2[CH:7]=[C:8]([O:12][C:13]([CH3:20])([CH3:19])[C:14]([O:16][CH2:17][CH3:18])=[O:15])[CH:9]=[C:10]([CH3:11])[C:4]=2[N:3]=1.Br[CH2:22][C:23]1[CH:28]=[CH:27][C:26]([O:29][CH2:30][CH2:31][CH2:32][CH2:33][CH3:34])=[CH:25][C:24]=1[Cl:35]. (4) Given the product [Br:8][C:5]1[CH:6]=[CH:7][C:2]([C:24]#[C:23][C:20]2[CH:21]=[CH:22][C:17]([CH2:11][CH2:12][CH2:13][CH3:14])=[CH:18][CH:19]=2)=[C:3]([CH2:9][CH3:10])[CH:4]=1, predict the reactants needed to synthesize it. The reactants are: I[C:2]1[CH:7]=[CH:6][C:5]([Br:8])=[CH:4][C:3]=1[CH2:9][CH3:10].[CH2:11]([C:17]1[CH:22]=[CH:21][C:20]([C:23]#[CH:24])=[CH:19][CH:18]=1)[CH2:12][CH2:13][CH2:14]CC.O.CCCCCCC. (5) Given the product [NH2:17][C:14]1[CH:15]=[C:16]2[C:11]([C:10]([C:20]([NH:22][CH2:23][C:24]3[CH:29]=[CH:28][C:27]([F:30])=[C:26]([F:31])[CH:25]=3)=[O:21])=[C:9]([CH:32]([CH3:33])[CH3:34])[N:8]2[CH2:1][C:2]2[CH:3]=[CH:4][CH:5]=[CH:6][CH:7]=2)=[CH:12][CH:13]=1, predict the reactants needed to synthesize it. The reactants are: [CH2:1]([N:8]1[C:16]2[C:11](=[CH:12][CH:13]=[C:14]([N+:17]([O-])=O)[CH:15]=2)[C:10]([C:20]([NH:22][CH2:23][C:24]2[CH:29]=[CH:28][C:27]([F:30])=[C:26]([F:31])[CH:25]=2)=[O:21])=[C:9]1[CH:32]([CH3:34])[CH3:33])[C:2]1[CH:7]=[CH:6][CH:5]=[CH:4][CH:3]=1.[H][H]. (6) Given the product [CH2:1]([O:8][C:9]1[CH:16]=[CH:15][CH:14]=[C:13]([F:17])[C:10]=1[CH:11]([C:14]1[CH:15]=[CH:16][C:9]([O:8][CH3:1])=[CH:10][CH:13]=1)[OH:12])[C:2]1[CH:3]=[CH:4][CH:5]=[CH:6][CH:7]=1, predict the reactants needed to synthesize it. The reactants are: [CH2:1]([O:8][C:9]1[CH:16]=[CH:15][CH:14]=[C:13]([F:17])[C:10]=1[CH:11]=[O:12])[C:2]1[CH:7]=[CH:6][CH:5]=[CH:4][CH:3]=1.[Cl-].[NH4+].